Dataset: Reaction yield outcomes from USPTO patents with 853,638 reactions. Task: Predict the reaction yield, written as a fraction of the theoretical maximum amount of product (1.0 means a 100% yield; for example, 0.34 means a 34% yield). (1) The reactants are [F:1][C:2]1[CH:7]=[CH:6][CH:5]=[C:4]([F:8])[C:3]=1[N:9]1[C:14]2[N:15]=[C:16](S(C)=O)[N:17]=[C:18]([C:19]3[CH:20]=[C:21]([CH:28]=[CH:29][C:30]=3[CH3:31])[C:22]([NH:24][CH2:25][CH2:26][CH3:27])=[O:23])[C:13]=2[CH2:12][NH:11][C:10]1=[O:35].[CH3:36][N:37]1[CH2:42][CH2:41][NH:40][CH2:39][CH2:38]1. The catalyst is C(Cl)Cl. The product is [F:1][C:2]1[CH:7]=[CH:6][CH:5]=[C:4]([F:8])[C:3]=1[N:9]1[C:14]2[N:15]=[C:16]([N:40]3[CH2:41][CH2:42][N:37]([CH3:36])[CH2:38][CH2:39]3)[N:17]=[C:18]([C:19]3[CH:20]=[C:21]([CH:28]=[CH:29][C:30]=3[CH3:31])[C:22]([NH:24][CH2:25][CH2:26][CH3:27])=[O:23])[C:13]=2[CH2:12][NH:11][C:10]1=[O:35]. The yield is 0.600. (2) The product is [C:10]([C:12]1[CH:13]=[CH:14][C:15]2[O:32][C:1](=[CH2:2])[N:18]([CH:19]3[CH2:24][CH2:23][N:22]([C:25]([O:27][C:28]([CH3:29])([CH3:31])[CH3:30])=[O:26])[CH2:21][CH2:20]3)[C:16]=2[CH:17]=1)#[N:11]. The yield is 0.920. The reactants are [CH3:1][CH2:2]N(C(C)C)C(C)C.[C:10]([C:12]1[CH:13]=[CH:14][C:15]([OH:32])=[C:16]([NH:18][CH:19]2[CH2:24][CH2:23][N:22]([C:25]([O:27][C:28]([CH3:31])([CH3:30])[CH3:29])=[O:26])[CH2:21][CH2:20]2)[CH:17]=1)#[N:11].ClC(Cl)(OC(=O)OC(Cl)(Cl)Cl)Cl. The catalyst is ClCCl. (3) The reactants are [Cl:1][C:2]1[CH:7]=[CH:6][C:5]([Cl:8])=[CH:4][N:3]=1.[Li]C(C)(C)C.[I:14]I. The catalyst is CCOCC. The product is [Cl:8][C:5]1[C:4]([I:14])=[N:3][C:2]([Cl:1])=[CH:7][CH:6]=1. The yield is 0.250. (4) The reactants are C[O:2][C:3]1[C:8]2[O:9][C:10]3[C:15]([C:7]=2[CH:6]=[CH:5][CH:4]=1)=[CH:14][CH:13]=[CH:12][N:11]=3.Cl.N1C=CC=CC=1.C(=O)(O)[O-].[Na+]. The catalyst is C(Cl)Cl. The product is [N:11]1[CH:12]=[CH:13][CH:14]=[C:15]2[C:7]3[CH:6]=[CH:5][CH:4]=[C:3]([OH:2])[C:8]=3[O:9][C:10]=12. The yield is 0.830. (5) The reactants are O.[OH-].[Li+].C[O:5][C:6](=[O:28])[C:7]1[CH:12]=[CH:11][C:10]([O:13][CH2:14][C:15]2[N:16]([CH3:27])[N:17]=[N:18][C:19]=2[C:20]2[CH:25]=[CH:24][C:23]([F:26])=[CH:22][CH:21]=2)=[N:9][CH:8]=1. The catalyst is O.C1COCC1.CO. The product is [F:26][C:23]1[CH:24]=[CH:25][C:20]([C:19]2[N:18]=[N:17][N:16]([CH3:27])[C:15]=2[CH2:14][O:13][C:10]2[CH:11]=[CH:12][C:7]([C:6]([OH:28])=[O:5])=[CH:8][N:9]=2)=[CH:21][CH:22]=1. The yield is 0.960.